This data is from Full USPTO retrosynthesis dataset with 1.9M reactions from patents (1976-2016). The task is: Predict the reactants needed to synthesize the given product. (1) Given the product [Cl:22][C:19]1[C:20]2[O:21][C:11]3[C:10](=[O:23])[N:9]([C@@H:4]([CH2:5][CH:6]([CH3:8])[CH3:7])[C:3]([OH:24])=[O:2])[CH2:13][C:12]=3[CH2:14][C:15]=2[CH:16]=[CH:17][CH:18]=1, predict the reactants needed to synthesize it. The reactants are: C[O:2][C:3](=[O:24])[C@@H:4]([N:9]1[CH2:13][C:12]2[CH2:14][C:15]3[CH:16]=[CH:17][CH:18]=[C:19]([Cl:22])[C:20]=3[O:21][C:11]=2[C:10]1=[O:23])[CH2:5][CH:6]([CH3:8])[CH3:7].O.[OH-].[Li+]. (2) Given the product [Cl:31][C:17]1[CH:18]=[C:19]2[C:24](=[CH:25][C:16]=1[O:15][C:14]1[CH:32]=[CH:33][C:11]([C:9](=[O:10])[NH:8][C:6]3[CH:5]=[CH:4][CH:3]=[C:2]([C:38]4[CH:39]=[CH:40][C:35]([Cl:34])=[CH:36][CH:37]=4)[N:7]=3)=[CH:12][CH:13]=1)[O:23][CH2:22][CH2:21][CH:20]2[C:26]([O:28][CH2:29][CH3:30])=[O:27], predict the reactants needed to synthesize it. The reactants are: Br[C:2]1[N:7]=[C:6]([NH:8][C:9]([C:11]2[CH:33]=[CH:32][C:14]([O:15][C:16]3[CH:25]=[C:24]4[C:19]([CH:20]([C:26]([O:28][CH2:29][CH3:30])=[O:27])[CH2:21][CH2:22][O:23]4)=[CH:18][C:17]=3[Cl:31])=[CH:13][CH:12]=2)=[O:10])[CH:5]=[CH:4][CH:3]=1.[Cl:34][C:35]1[CH:40]=[CH:39][C:38](B(O)O)=[CH:37][CH:36]=1.C([O-])([O-])=O.[Na+].[Na+].